From a dataset of Reaction yield outcomes from USPTO patents with 853,638 reactions. Predict the reaction yield, written as a fraction of the theoretical maximum amount of product (1.0 means a 100% yield; for example, 0.34 means a 34% yield). (1) The reactants are [CH3:1][N:2]([CH3:22])[C:3]1[CH:8]=[CH:7][C:6]([CH:9]([O:20][CH3:21])[C@H:10]([CH3:19])/[CH:11]=[CH:12]/[CH:13]=[CH:14]/[C:15]([O:17]C)=[O:16])=[CH:5][CH:4]=1.[Li+].[OH-]. The product is [CH3:22][N:2]([CH3:1])[C:3]1[CH:4]=[CH:5][C:6]([CH:9]([O:20][CH3:21])[C@H:10]([CH3:19])/[CH:11]=[CH:12]/[CH:13]=[CH:14]/[C:15]([OH:17])=[O:16])=[CH:7][CH:8]=1. The yield is 0.810. The catalyst is CO. (2) The reactants are Cl[C:2]1[CH:7]=[C:6]([NH:8][C:9]2[CH:18]=[CH:17][CH:16]=[CH:15][C:10]=2[C:11]([NH:13][CH3:14])=[O:12])[C:5]([Cl:19])=[CH:4][N:3]=1.[CH3:20][N:21]1[C:25]([CH3:26])=[C:24]([NH2:27])[CH:23]=[N:22]1.C1C=CC(P(C2C(C3C(P(C4C=CC=CC=4)C4C=CC=CC=4)=CC=C4C=3C=CC=C4)=C3C(C=CC=C3)=CC=2)C2C=CC=CC=2)=CC=1.C(=O)([O-])[O-].[Cs+].[Cs+]. The yield is 0.114. The product is [Cl:19][C:5]1[C:6]([NH:8][C:9]2[CH:18]=[CH:17][CH:16]=[CH:15][C:10]=2[C:11]([NH:13][CH3:14])=[O:12])=[CH:7][C:2]([NH:27][C:24]2[CH:23]=[N:22][N:21]([CH3:20])[C:25]=2[CH3:26])=[N:3][CH:4]=1. The catalyst is O1CCOCC1.C([O-])(=O)C.[Pd+2].C([O-])(=O)C. (3) The reactants are C([O:5][C:6](=[O:45])[C@@H:7]([NH:37]C(OC(C)(C)C)=O)[CH2:8][C:9]([O:11][CH2:12][C:13]1[CH:18]=[CH:17][C:16]([NH:19][C:20]2[CH:25]=[C:24]([C:26]3[CH:31]=[C:30]([Cl:32])[CH:29]=[CH:28][C:27]=3[O:33][CH2:34][CH3:35])[N:23]=[C:22]([NH2:36])[N:21]=2)=[CH:15][CH:14]=1)=[O:10])(C)(C)C.Cl. No catalyst specified. The product is [NH2:36][C:22]1[N:21]=[C:20]([NH:19][C:16]2[CH:15]=[CH:14][C:13]([CH2:12][O:11][C:9](=[O:10])[CH2:8][C@H:7]([NH2:37])[C:6]([OH:45])=[O:5])=[CH:18][CH:17]=2)[CH:25]=[C:24]([C:26]2[CH:31]=[C:30]([Cl:32])[CH:29]=[CH:28][C:27]=2[O:33][CH2:34][CH3:35])[N:23]=1. The yield is 0.690. (4) The reactants are [CH2:1]([O:3][C:4]1[CH:5]=[C:6]([N:13]2[CH2:18][CH2:17][N:16]([CH2:19][CH2:20][CH3:21])[CH2:15][CH2:14]2)[CH:7]=[CH:8][C:9]=1[N+:10]([O-])=O)[CH3:2]. The catalyst is CCOC(C)=O.CO. The product is [CH2:1]([O:3][C:4]1[CH:5]=[C:6]([N:13]2[CH2:18][CH2:17][N:16]([CH2:19][CH2:20][CH3:21])[CH2:15][CH2:14]2)[CH:7]=[CH:8][C:9]=1[NH2:10])[CH3:2]. The yield is 0.780. (5) The catalyst is C(Cl)Cl. The yield is 0.890. The product is [OH:17][C:16]1[C:11]([C:9]([NH:8][CH2:7][C:6]([OH:19])=[O:5])=[O:10])=[N:12][CH:13]=[C:14]([OH:18])[CH:15]=1. The reactants are C([O:5][C:6](=[O:19])[CH2:7][NH:8][C:9]([C:11]1[C:16]([OH:17])=[CH:15][C:14]([OH:18])=[CH:13][N:12]=1)=[O:10])(C)(C)C.FC(F)(F)C(O)=O. (6) The reactants are [NH2:1][C:2]1[CH:3]=[C:4]([CH2:8][OH:9])[CH:5]=[CH:6][CH:7]=1.[C:10](O[C:10]([O:12][C:13]([CH3:16])([CH3:15])[CH3:14])=[O:11])([O:12][C:13]([CH3:16])([CH3:15])[CH3:14])=[O:11]. The catalyst is O1CCCC1. The product is [OH:9][CH2:8][C:4]1[CH:3]=[C:2]([NH:1][C:10](=[O:11])[O:12][C:13]([CH3:16])([CH3:15])[CH3:14])[CH:7]=[CH:6][CH:5]=1. The yield is 0.980.